Task: Predict the reactants needed to synthesize the given product.. Dataset: Full USPTO retrosynthesis dataset with 1.9M reactions from patents (1976-2016) (1) Given the product [CH3:1][Si:2]([CH3:20])([CH3:19])[CH2:3][CH2:4][O:5][C:6](=[O:18])[NH:7][C:8]1[CH:13]=[CH:12][C:11]([CH:14]([N:40]=[N+:41]=[N-:42])[CH3:15])=[C:10]([Cl:17])[CH:9]=1, predict the reactants needed to synthesize it. The reactants are: [CH3:1][Si:2]([CH3:20])([CH3:19])[CH2:3][CH2:4][O:5][C:6](=[O:18])[NH:7][C:8]1[CH:13]=[CH:12][C:11]([CH:14](O)[CH3:15])=[C:10]([Cl:17])[CH:9]=1.C1(P(C2C=CC=CC=2)C2C=CC=CC=2)C=CC=CC=1.[NH:40]=[N+:41]=[N-:42].N(C(OCC)=O)=NC(OCC)=O. (2) Given the product [Cl:14][C:15]1[CH:23]=[C:22]([Cl:24])[CH:21]=[CH:20][C:16]=1[C:17]([NH:13][S:10]([C:7]1[CH:8]=[CH:9][C:4]2[CH:3]=[CH:2][O:1][C:5]=2[CH:6]=1)(=[O:11])=[O:12])=[O:18], predict the reactants needed to synthesize it. The reactants are: [O:1]1[C:5]2[CH:6]=[C:7]([S:10]([NH2:13])(=[O:12])=[O:11])[CH:8]=[CH:9][C:4]=2[CH:3]=[CH:2]1.[Cl:14][C:15]1[CH:23]=[C:22]([Cl:24])[CH:21]=[CH:20][C:16]=1[C:17](Cl)=[O:18].C(Cl)(Cl)Cl.CO. (3) Given the product [Cl:1][C:2]1[C:3]([N:14]2[CH2:19][CH2:18][CH:17]([C:20]([OH:22])=[O:21])[CH2:16][CH2:15]2)=[N:4][CH:5]=[C:6]([C:7]([O:9][CH2:10][CH3:11])=[O:8])[CH:12]=1, predict the reactants needed to synthesize it. The reactants are: [Cl:1][C:2]1[C:3](Cl)=[N:4][CH:5]=[C:6]([CH:12]=1)[C:7]([O:9][CH2:10][CH3:11])=[O:8].[NH:14]1[CH2:19][CH2:18][CH:17]([C:20]([OH:22])=[O:21])[CH2:16][CH2:15]1.N1CCNCC1. (4) The reactants are: [CH3:1][O:2][C:3](=[O:26])[CH2:4][C@H:5]1[C:9]2[CH:10]=[CH:11][C:12]([O:14][C@H:15]3[C:23]4[C:18](=[C:19]([OH:25])[CH:20]=[CH:21][C:22]=4[F:24])[CH2:17][CH2:16]3)=[CH:13][C:8]=2[O:7][CH2:6]1.[CH3:27][C:28]1[CH:33]=[CH:32][CH:31]=[CH:30][C:29]=1B(O)O. Given the product [CH3:1][O:2][C:3](=[O:26])[CH2:4][C@H:5]1[C:9]2[CH:10]=[CH:11][C:12]([O:14][C@H:15]3[C:23]4[C:18](=[C:19]([O:25][C:29]5[CH:30]=[CH:31][CH:32]=[CH:33][C:28]=5[CH3:27])[CH:20]=[CH:21][C:22]=4[F:24])[CH2:17][CH2:16]3)=[CH:13][C:8]=2[O:7][CH2:6]1, predict the reactants needed to synthesize it. (5) Given the product [C:21]([O:20][C:19]([NH:18][C@H:9]([C:10](=[O:17])[N:11]1[CH2:16][CH2:15][CH2:14][CH2:13][CH2:12]1)[CH2:8][C:4]1[CH:3]=[C:2]([C:30]#[C:29][CH2:28][CH2:27][C:26]([O:32][C:33]([CH3:36])([CH3:35])[CH3:34])=[O:31])[CH:7]=[CH:6][CH:5]=1)=[O:25])([CH3:24])([CH3:23])[CH3:22], predict the reactants needed to synthesize it. The reactants are: I[C:2]1[CH:3]=[C:4]([CH2:8][C@H:9]([NH:18][C:19](=[O:25])[O:20][C:21]([CH3:24])([CH3:23])[CH3:22])[C:10](=[O:17])[N:11]2[CH2:16][CH2:15][CH2:14][CH2:13][CH2:12]2)[CH:5]=[CH:6][CH:7]=1.[C:26]([O:32][C:33]([CH3:36])([CH3:35])[CH3:34])(=[O:31])[CH2:27][CH2:28][C:29]#[CH:30].C(N(CC)CC)C.C(Cl)Cl. (6) Given the product [N+:30]([C:27]1[CH:28]=[CH:29][C:13]([C:7]2[CH:12]=[CH:11][CH:10]=[CH:9][CH:8]=2)=[N:25][CH:26]=1)([O-:32])=[O:31], predict the reactants needed to synthesize it. The reactants are: C(=O)([O-])[O-].[Na+].[Na+].[C:7]1([CH3:13])[CH:12]=[CH:11][CH:10]=[CH:9][CH:8]=1.C1(B(O)O)C=CC=CC=1.ClC1[CH:29]=[CH:28][C:27]([N+:30]([O-:32])=[O:31])=[CH:26][N:25]=1.